This data is from Forward reaction prediction with 1.9M reactions from USPTO patents (1976-2016). The task is: Predict the product of the given reaction. (1) Given the reactants C([Si](C)(C)[O:6][CH2:7][CH2:8][CH2:9][O:10][C:11]1[CH:12]=[C:13]([C:19]2[CH:24]=[CH:23][C:22]([O:25][CH3:26])=[CH:21][C:20]=2[C:27]([F:30])([F:29])[F:28])[CH:14]=[CH:15][C:16]=1[CH2:17]O)(C)(C)C.S([O-])(=O)(=O)C.[F:38][C:39]1[C:44]([F:45])=[CH:43][CH:42]=[CH:41][C:40]=1[C:46]1[N:54]=[C:49]2[CH:50]=[N:51][NH:52][CH:53]=[C:48]2[N:47]=1.CO, predict the reaction product. The product is: [F:38][C:39]1[C:44]([F:45])=[CH:43][CH:42]=[CH:41][C:40]=1[C:46]1[N:54]=[C:49]2[CH:50]=[N:51][N:52]([CH2:17][C:16]3[CH:15]=[CH:14][C:13]([C:19]4[CH:24]=[CH:23][C:22]([O:25][CH3:26])=[CH:21][C:20]=4[C:27]([F:28])([F:29])[F:30])=[CH:12][C:11]=3[O:10][CH2:9][CH2:8][CH2:7][OH:6])[CH:53]=[C:48]2[N:47]=1. (2) Given the reactants [CH2:1]([O:4][C@@H:5]1[CH2:9][N:8]([CH:10]2[CH2:15][CH2:14][O:13][CH2:12][CH2:11]2)[CH2:7][C@H:6]1[NH:16][C:17](=[O:32])[CH2:18][NH:19][C:20](=[O:31])[C:21]1[CH:26]=[CH:25][CH:24]=[C:23]([C:27]([F:30])([F:29])[F:28])[CH:22]=1)[CH:2]=[CH2:3].Br[CH2:34]C#CC.C(Br)C=C, predict the reaction product. The product is: [CH2:1]([O:4][C@@H:5]1[CH2:9][N:8]([CH:10]2[CH2:11][CH2:12][O:13][CH2:14][CH2:15]2)[CH2:7][C@H:6]1[NH:16][C:17](=[O:32])[CH2:18][NH:19][C:20](=[O:31])[C:21]1[CH:26]=[CH:25][CH:24]=[C:23]([C:27]([F:28])([F:29])[F:30])[CH:22]=1)[C:2]#[C:3][CH3:34]. (3) Given the reactants [CH2:1]([O:5][CH2:6][CH2:7][CH2:8][CH2:9][CH2:10][CH2:11][N:12]1[CH2:16][C@@H:15]([C:17]2[CH:28]=[CH:27][C:20]3[O:21][C:22]([CH3:26])([CH3:25])[O:23][CH2:24][C:19]=3[CH:18]=2)[O:14][C:13]1=[O:29])[CH2:2][C:3]#[CH:4].I[C:31]1[CH:32]=[C:33]([S:37]([NH2:40])(=[O:39])=[O:38])[CH:34]=[CH:35][CH:36]=1, predict the reaction product. The product is: [CH3:26][C:22]1([CH3:25])[O:21][C:20]2[CH:27]=[CH:28][C:17]([C@H:15]3[O:14][C:13](=[O:29])[N:12]([CH2:11][CH2:10][CH2:9][CH2:8][CH2:7][CH2:6][O:5][CH2:1][CH2:2][C:3]#[C:4][C:31]4[CH:32]=[C:33]([S:37]([NH2:40])(=[O:39])=[O:38])[CH:34]=[CH:35][CH:36]=4)[CH2:16]3)=[CH:18][C:19]=2[CH2:24][O:23]1. (4) Given the reactants Br[C:2]1[CH:3]=[C:4]([NH:16][C:17]2[C:26]3[C:21](=[CH:22][C:23]([F:28])=[CH:24][C:25]=3[F:27])[N:20]=[C:19]([C:29]3[CH:34]=[CH:33][CH:32]=[CH:31][N:30]=3)[C:18]=2[CH3:35])[C:5]([C:8]2[CH:13]=[CH:12][CH:11]=[CH:10][C:9]=2[O:14][CH3:15])=[N:6][CH:7]=1.C1(P(C2CCCCC2)C2(C(C)C)CC(C(C)C)=CC(C(C)C)=C2C2C=CC=CC=2)CCCCC1.CC(C1C=C(C(C)C)C(C2C=CC=CC=2P(C2CCCCC2)C2CCCCC2)=C(C(C)C)C=1)C.[NH:104]1[CH2:109][CH2:108][O:107][CH2:106][CH2:105]1.CC(C)([O-])C.[Na+], predict the reaction product. The product is: [F:27][C:25]1[CH:24]=[C:23]([F:28])[CH:22]=[C:21]2[C:26]=1[C:17]([NH:16][C:4]1[C:5]([C:8]3[CH:13]=[CH:12][CH:11]=[CH:10][C:9]=3[O:14][CH3:15])=[N:6][CH:7]=[C:2]([N:104]3[CH2:109][CH2:108][O:107][CH2:106][CH2:105]3)[CH:3]=1)=[C:18]([CH3:35])[C:19]([C:29]1[CH:34]=[CH:33][CH:32]=[CH:31][N:30]=1)=[N:20]2. (5) Given the reactants [OH:1][C:2]1[C:7]([C:8]([F:11])([F:10])[F:9])=[CH:6][CH:5]=[CH:4][N:3]=1.[Br:12]Br, predict the reaction product. The product is: [OH:1][C:2]1[C:7]([C:8]([F:9])([F:11])[F:10])=[CH:6][C:5]([Br:12])=[CH:4][N:3]=1.